This data is from Peptide-MHC class II binding affinity with 134,281 pairs from IEDB. The task is: Regression. Given a peptide amino acid sequence and an MHC pseudo amino acid sequence, predict their binding affinity value. This is MHC class II binding data. (1) The peptide sequence is KYYLRLWAPELAKSQ. The MHC is DRB1_0901 with pseudo-sequence DRB1_0901. The binding affinity (normalized) is 0.764. (2) The peptide sequence is STNDDEVLIEVNPPF. The MHC is DRB1_0701 with pseudo-sequence DRB1_0701. The binding affinity (normalized) is 0.137. (3) The peptide sequence is EKKYFAATQFEPSAA. The MHC is DRB1_0101 with pseudo-sequence DRB1_0101. The binding affinity (normalized) is 0.456.